From a dataset of Reaction yield outcomes from USPTO patents with 853,638 reactions. Predict the reaction yield, written as a fraction of the theoretical maximum amount of product (1.0 means a 100% yield; for example, 0.34 means a 34% yield). (1) The reactants are Br[C:2]1[CH:8]=[C:7]([N+:9]([O-:11])=[O:10])[CH:6]=[CH:5][C:3]=1[NH2:4].[CH3:12][C:13]([CH3:20])([C:18]#[CH:19])[C:14]([O:16][CH3:17])=[O:15].C(N(CC)CC)C. The catalyst is C1(C)C=CC=CC=1.O.[Cu]I.C1C=CC([P]([Pd]([P](C2C=CC=CC=2)(C2C=CC=CC=2)C2C=CC=CC=2)([P](C2C=CC=CC=2)(C2C=CC=CC=2)C2C=CC=CC=2)[P](C2C=CC=CC=2)(C2C=CC=CC=2)C2C=CC=CC=2)(C2C=CC=CC=2)C2C=CC=CC=2)=CC=1. The product is [NH2:4][C:3]1[CH:5]=[CH:6][C:7]([N+:9]([O-:11])=[O:10])=[CH:8][C:2]=1[C:19]#[C:18][C:13]([CH3:20])([CH3:12])[C:14]([O:16][CH3:17])=[O:15]. The yield is 0.0900. (2) The reactants are [NH2:1][C:2]1[C:3]([C:7](=[N:13][OH:14])[NH:8]CCOC)=[N:4][O:5][N:6]=1.O.[OH-].[K+].[C:18]([O:21][CH2:22]C)(=O)[CH3:19]. The catalyst is CCCCCC. The product is [OH:14][N:13]=[C:7]([C:3]1[C:2]([NH:1][CH2:19][CH2:18][O:21][CH3:22])=[N:6][O:5][N:4]=1)[NH2:8]. The yield is 0.810.